From a dataset of Retrosynthesis with 50K atom-mapped reactions and 10 reaction types from USPTO. Predict the reactants needed to synthesize the given product. Given the product C#CCOC(/C=C/c1ccccc1)(Cn1cncn1)c1ccc(Oc2ccc(Cl)cc2)cc1Cl, predict the reactants needed to synthesize it. The reactants are: C#CCBr.OC(/C=C/c1ccccc1)(Cn1cncn1)c1ccc(Oc2ccc(Cl)cc2)cc1Cl.